The task is: Predict which catalyst facilitates the given reaction.. This data is from Catalyst prediction with 721,799 reactions and 888 catalyst types from USPTO. (1) Reactant: Cl.[C:2]([CH2:5][O:6][NH2:7])([OH:4])=[O:3].[C:2]([CH2:5][O:6][NH2:7])([OH:4])=[O:3].C(N(CC)CC)C.[C:21](O[C:21]([O:23][C:24]([CH3:27])([CH3:26])[CH3:25])=[O:22])([O:23][C:24]([CH3:27])([CH3:26])[CH3:25])=[O:22].Cl. Product: [C:21]([NH:7][O:6][CH2:5][C:2]([OH:4])=[O:3])([O:23][C:24]([CH3:27])([CH3:26])[CH3:25])=[O:22]. The catalyst class is: 2. (2) Reactant: [NH:1]1[C:10]2[C:5](=[CH:6][CH:7]=[CH:8][CH:9]=2)[N:4]=[CH:3][C:2]1=[O:11].[Br:12]Br. Product: [Br:12][C:8]1[CH:9]=[C:10]2[C:5]([N:4]=[CH:3][C:2](=[O:11])[NH:1]2)=[CH:6][CH:7]=1. The catalyst class is: 52. (3) Reactant: [Cl:1][C:2]1[CH:7]=[C:6]([NH:8][C:9]2[CH:17]=[CH:16][C:12]([C:13](O)=[O:14])=[CH:11][CH:10]=2)[C:5]([C:18]2[S:19][C:20]([C:23]([N:25]3[CH2:29][CH2:28][C@@H:27]([OH:30])[CH2:26]3)=[O:24])=[N:21][N:22]=2)=[CH:4][N:3]=1.C[CH2:32][N:33](C(C)C)C(C)C.CN.Cl.CN(C(ON1N=NC2C=CC=NC1=2)=[N+](C)C)C.F[P-](F)(F)(F)(F)F. Product: [Cl:1][C:2]1[CH:7]=[C:6]([NH:8][C:9]2[CH:10]=[CH:11][C:12]([C:13]([NH:33][CH3:32])=[O:14])=[CH:16][CH:17]=2)[C:5]([C:18]2[S:19][C:20]([C:23]([N:25]3[CH2:29][CH2:28][C@@H:27]([OH:30])[CH2:26]3)=[O:24])=[N:21][N:22]=2)=[CH:4][N:3]=1. The catalyst class is: 18. (4) Reactant: [CH3:1][O:2][C:3](=[O:55])[C@@H:4]([NH:20][C:21]([C@@H:23]1[CH2:36][C:35]2[CH:34]=[C:33]3[C:28]([O:29][C@@H:30]([C:39]4[CH:44]=[CH:43][C:42]([OH:45])=[CH:41][CH:40]=4)[C:31](=[O:38])[N:32]3[CH3:37])=[CH:27][C:26]=2[CH2:25][N:24]1[C@@H:46]([C:49]1[CH:54]=[CH:53][CH:52]=[CH:51][CH:50]=1)[CH2:47][CH3:48])=[O:22])[CH2:5][C:6]1[CH:11]=[CH:10][C:9]([C:12]2[CH:17]=[CH:16][C:15]([C:18]#[N:19])=[CH:14][CH:13]=2)=[CH:8][CH:7]=1.[Cl:56][C:57]1[CH:58]=[C:59]([CH:62]=[CH:63][C:64]=1[Cl:65])[CH2:60]Br.C(=O)([O-])[O-].[K+].[K+].C(=O)(O)[O-].[Na+]. Product: [CH3:1][O:2][C:3](=[O:55])[C@@H:4]([NH:20][C:21]([C@@H:23]1[CH2:36][C:35]2[CH:34]=[C:33]3[C:28]([O:29][C@@H:30]([C:39]4[CH:40]=[CH:41][C:42]([O:45][CH2:60][C:59]5[CH:62]=[CH:63][C:64]([Cl:65])=[C:57]([Cl:56])[CH:58]=5)=[CH:43][CH:44]=4)[C:31](=[O:38])[N:32]3[CH3:37])=[CH:27][C:26]=2[CH2:25][N:24]1[C@@H:46]([C:49]1[CH:50]=[CH:51][CH:52]=[CH:53][CH:54]=1)[CH2:47][CH3:48])=[O:22])[CH2:5][C:6]1[CH:11]=[CH:10][C:9]([C:12]2[CH:13]=[CH:14][C:15]([C:18]#[N:19])=[CH:16][CH:17]=2)=[CH:8][CH:7]=1. The catalyst class is: 3. (5) Reactant: C(OC([N:8]1[CH2:13][CH2:12][N:11]([C:14]2[CH:15]=[N:16][C:17]([NH:20][C:21]3[N:30]=[CH:29][C:28]4[C:23](=[C:24]([CH:33]5[CH2:37][CH2:36][CH2:35][CH2:34]5)[C:25]([O:31][CH3:32])=[CH:26][CH:27]=4)[N:22]=3)=[CH:18][CH:19]=2)[CH2:10][CH2:9]1)=O)(C)(C)C.FC(F)(F)C(O)=O. The catalyst class is: 4. Product: [CH:33]1([C:24]2[C:25]([O:31][CH3:32])=[CH:26][CH:27]=[C:28]3[C:23]=2[N:22]=[C:21]([NH:20][C:17]2[CH:18]=[CH:19][C:14]([N:11]4[CH2:12][CH2:13][NH:8][CH2:9][CH2:10]4)=[CH:15][N:16]=2)[N:30]=[CH:29]3)[CH2:34][CH2:35][CH2:36][CH2:37]1. (6) Reactant: C(N(CC)CC)C.[O:8]([C:15]1[CH:22]=[CH:21][C:18]([CH:19]=O)=[CH:17][CH:16]=1)[C:9]1[CH:14]=[CH:13][CH:12]=[CH:11][CH:10]=1.[Cl-].[NH2:24][C:25](=[O:33])[CH2:26][N+:27]1[CH:32]=[CH:31][CH:30]=[CH:29][CH:28]=1.[C:34]([CH2:36][C:37](OCC)=[O:38])#[N:35]. Product: [C:34]([C:36]1[C@@H:19]([C:18]2[CH:21]=[CH:22][C:15]([O:8][C:9]3[CH:14]=[CH:13][CH:12]=[CH:11][CH:10]=3)=[CH:16][CH:17]=2)[C@H:26]([N+:27]2[CH:32]=[CH:31][CH:30]=[CH:29][CH:28]=2)[C:25](=[O:33])[NH:24][C:37]=1[O-:38])#[N:35]. The catalyst class is: 5.